This data is from Forward reaction prediction with 1.9M reactions from USPTO patents (1976-2016). The task is: Predict the product of the given reaction. (1) Given the reactants F[C:2]1[CH:7]=[CH:6][C:5]([N+:8]([O-:10])=[O:9])=[CH:4][CH:3]=1.[CH3:11][N:12]([CH3:17])[CH2:13][CH2:14][NH:15][CH3:16], predict the reaction product. The product is: [CH3:11][N:12]([CH3:17])[CH2:13][CH2:14][N:15]([CH3:16])[C:2]1[CH:7]=[CH:6][C:5]([N+:8]([O-:10])=[O:9])=[CH:4][CH:3]=1. (2) Given the reactants C([O:3][C:4](=[O:30])[CH2:5][CH:6]1[CH2:11][CH2:10][N:9]([C:12]2[C:17]([NH:18][C:19](=[O:27])[C:20]3[CH:25]=[CH:24][CH:23]=[C:22]([Cl:26])[CH:21]=3)=[CH:16][C:15]([C:28]#[N:29])=[CH:14][N:13]=2)[CH2:8][CH2:7]1)C.O.[OH-].[Li+], predict the reaction product. The product is: [Cl:26][C:22]1[CH:21]=[C:20]([CH:25]=[CH:24][CH:23]=1)[C:19]([NH:18][C:17]1[C:12]([N:9]2[CH2:8][CH2:7][CH:6]([CH2:5][C:4]([OH:30])=[O:3])[CH2:11][CH2:10]2)=[N:13][CH:14]=[C:15]([C:28]#[N:29])[CH:16]=1)=[O:27]. (3) Given the reactants [CH3:1][O:2][CH2:3][C@@H:4]1[C@H:6](/[CH:7]=[CH:8]/[C:9](/[CH3:16])=[CH:10]/[C:11]([O:13][CH2:14][CH3:15])=[O:12])[C@@:5]1([CH3:31])[C:17]1[CH:26]=[CH:25][C:24]2[C:23]([CH3:28])([CH3:27])[CH2:22][CH2:21][C:20]([CH3:30])([CH3:29])[C:19]=2[CH:18]=1.COC[C@H]1[C@@H](C=O)[C@@]1(C)C1C=CC2C(C)(C)CCC(C)(C)C=2C=1, predict the reaction product. The product is: [CH3:1][O:2][CH2:3][C@H:4]1[C@@H:6](/[CH:7]=[CH:8]/[C:9](/[CH3:16])=[CH:10]/[C:11]([O:13][CH2:14][CH3:15])=[O:12])[C@:5]1([CH3:31])[C:17]1[CH:26]=[CH:25][C:24]2[C:23]([CH3:28])([CH3:27])[CH2:22][CH2:21][C:20]([CH3:30])([CH3:29])[C:19]=2[CH:18]=1. (4) Given the reactants [CH:1]1([C:4]2[CH:9]=[CH:8][C:7]([NH:10][C:11]3[C:12]4[N:13]([CH:20]=[N:21][CH:22]=4)[CH:14]=[CH:15][C:16]=3[C:17]([OH:19])=O)=[C:6]([F:23])[CH:5]=2)[CH2:3][CH2:2]1.CCN=C=NCCCN(C)C.C1C=CC2N(O)N=NC=2C=1.CCN(C(C)C)C(C)C.Cl.[NH2:55][O:56][CH2:57][C@@H:58]([OH:60])[CH3:59], predict the reaction product. The product is: [OH:60][C@@H:58]([CH3:59])[CH2:57][O:56][NH:55][C:17]([C:16]1[CH:15]=[CH:14][N:13]2[CH:20]=[N:21][CH:22]=[C:12]2[C:11]=1[NH:10][C:7]1[CH:8]=[CH:9][C:4]([CH:1]2[CH2:2][CH2:3]2)=[CH:5][C:6]=1[F:23])=[O:19].